This data is from Forward reaction prediction with 1.9M reactions from USPTO patents (1976-2016). The task is: Predict the product of the given reaction. The product is: [Br:1][C:2]1[CH:7]=[CH:6][C:5]([F:8])=[CH:4][C:3]=1[CH:9]1[CH2:11][CH:10]1[C:12]([OH:13])=[O:18]. Given the reactants [Br:1][C:2]1[CH:7]=[CH:6][C:5]([F:8])=[CH:4][C:3]=1[CH:9]1[CH2:11][CH:10]1[C:12](N(OC)C)=[O:13].[OH-:18].[K+].Cl, predict the reaction product.